From a dataset of Reaction yield outcomes from USPTO patents with 853,638 reactions. Predict the reaction yield, written as a fraction of the theoretical maximum amount of product (1.0 means a 100% yield; for example, 0.34 means a 34% yield). (1) The reactants are [C:1](=[O:39])([S:3][CH2:4][CH2:5][CH2:6][CH2:7][CH2:8][CH2:9][CH2:10][CH2:11][CH2:12][CH2:13][CH2:14][O:15][CH2:16][CH2:17][O:18][CH2:19][CH2:20][O:21][CH2:22][CH2:23][O:24][C:25]1[CH:30]=[CH:29][C:28]([O:31]CC2C=CC=CC=2)=[CH:27][CH:26]=1)[CH3:2].C(S)CCS.B(F)(F)F.CCOCC. The catalyst is ClCCl. The product is [C:1](=[O:39])([S:3][CH2:4][CH2:5][CH2:6][CH2:7][CH2:8][CH2:9][CH2:10][CH2:11][CH2:12][CH2:13][CH2:14][O:15][CH2:16][CH2:17][O:18][CH2:19][CH2:20][O:21][CH2:22][CH2:23][O:24][C:25]1[CH:30]=[CH:29][C:28]([OH:31])=[CH:27][CH:26]=1)[CH3:2]. The yield is 0.900. (2) The reactants are [Cl:1][C:2]1[CH:7]=[C:6]([F:8])[CH:5]=[CH:4][C:3]=1[C@H:9]1[C:14]([C:15]([O:17][CH2:18][CH3:19])=[O:16])=[C:13]([CH2:20]Br)[NH:12][C:11]([C:22]2[S:23][CH:24]=[CH:25][N:26]=2)=[N:10]1.[NH:27]1[CH2:32][CH2:31][O:30][CH2:29][CH2:28]1. The catalyst is C(O)C. The product is [Cl:1][C:2]1[CH:7]=[C:6]([F:8])[CH:5]=[CH:4][C:3]=1[C@H:9]1[C:14]([C:15]([O:17][CH2:18][CH3:19])=[O:16])=[C:13]([CH2:20][N:27]2[CH2:32][CH2:31][O:30][CH2:29][CH2:28]2)[NH:12][C:11]([C:22]2[S:23][CH:24]=[CH:25][N:26]=2)=[N:10]1. The yield is 0.770. (3) The reactants are [N:1]1[CH:6]=[CH:5][CH:4]=[CH:3][C:2]=1[CH2:7][NH+:8]([O-])[C:9](=[O:15])[O:10][C:11]([CH3:14])([CH3:13])[CH3:12].C[Si]([C:21]#[N:22])(C)C.CN(C)C(Cl)=O. The catalyst is [N+](CC)([O-])=O. The product is [C:21]([C:6]1[N:1]=[C:2]([CH2:7][NH:8][C:9](=[O:15])[O:10][C:11]([CH3:14])([CH3:13])[CH3:12])[CH:3]=[CH:4][CH:5]=1)#[N:22]. The yield is 0.580.